From a dataset of NCI-60 drug combinations with 297,098 pairs across 59 cell lines. Regression. Given two drug SMILES strings and cell line genomic features, predict the synergy score measuring deviation from expected non-interaction effect. (1) Drug 1: CC1C(C(CC(O1)OC2CC(CC3=C2C(=C4C(=C3O)C(=O)C5=C(C4=O)C(=CC=C5)OC)O)(C(=O)C)O)N)O.Cl. Drug 2: CN1C(=O)N2C=NC(=C2N=N1)C(=O)N. Cell line: MDA-MB-231. Synergy scores: CSS=2.89, Synergy_ZIP=-5.98, Synergy_Bliss=-3.99, Synergy_Loewe=-12.4, Synergy_HSA=-4.27. (2) Drug 1: C1=CC(=CC=C1CC(C(=O)O)N)N(CCCl)CCCl.Cl. Drug 2: CCC1(CC2CC(C3=C(CCN(C2)C1)C4=CC=CC=C4N3)(C5=C(C=C6C(=C5)C78CCN9C7C(C=CC9)(C(C(C8N6C=O)(C(=O)OC)O)OC(=O)C)CC)OC)C(=O)OC)O.OS(=O)(=O)O. Cell line: TK-10. Synergy scores: CSS=-2.78, Synergy_ZIP=2.47, Synergy_Bliss=3.02, Synergy_Loewe=-2.98, Synergy_HSA=-3.00. (3) Drug 1: CN1C2=C(C=C(C=C2)N(CCCl)CCCl)N=C1CCCC(=O)O.Cl. Drug 2: COC1=C2C(=CC3=C1OC=C3)C=CC(=O)O2. Cell line: PC-3. Synergy scores: CSS=0.527, Synergy_ZIP=3.18, Synergy_Bliss=6.60, Synergy_Loewe=1.64, Synergy_HSA=1.21. (4) Drug 1: C1=CC(=CC=C1CCCC(=O)O)N(CCCl)CCCl. Drug 2: CN(C(=O)NC(C=O)C(C(C(CO)O)O)O)N=O. Cell line: OVCAR-4. Synergy scores: CSS=-3.46, Synergy_ZIP=0.184, Synergy_Bliss=-2.18, Synergy_Loewe=-3.78, Synergy_HSA=-3.26. (5) Drug 1: CC1OCC2C(O1)C(C(C(O2)OC3C4COC(=O)C4C(C5=CC6=C(C=C35)OCO6)C7=CC(=C(C(=C7)OC)O)OC)O)O. Drug 2: C1=NC2=C(N=C(N=C2N1C3C(C(C(O3)CO)O)O)F)N. Cell line: TK-10. Synergy scores: CSS=22.3, Synergy_ZIP=-5.79, Synergy_Bliss=-7.55, Synergy_Loewe=-12.1, Synergy_HSA=-5.53. (6) Drug 1: CCCCC(=O)OCC(=O)C1(CC(C2=C(C1)C(=C3C(=C2O)C(=O)C4=C(C3=O)C=CC=C4OC)O)OC5CC(C(C(O5)C)O)NC(=O)C(F)(F)F)O. Drug 2: C1CN(CCN1C(=O)CCBr)C(=O)CCBr. Cell line: IGROV1. Synergy scores: CSS=13.8, Synergy_ZIP=-7.66, Synergy_Bliss=-5.11, Synergy_Loewe=-4.57, Synergy_HSA=-3.33. (7) Drug 1: C1=C(C(=O)NC(=O)N1)N(CCCl)CCCl. Drug 2: CC=C1C(=O)NC(C(=O)OC2CC(=O)NC(C(=O)NC(CSSCCC=C2)C(=O)N1)C(C)C)C(C)C. Cell line: ACHN. Synergy scores: CSS=65.5, Synergy_ZIP=-1.36, Synergy_Bliss=-3.58, Synergy_Loewe=-3.09, Synergy_HSA=-1.26. (8) Drug 1: CC(C1=C(C=CC(=C1Cl)F)Cl)OC2=C(N=CC(=C2)C3=CN(N=C3)C4CCNCC4)N. Drug 2: C1=CN(C(=O)N=C1N)C2C(C(C(O2)CO)O)O.Cl. Cell line: NCI-H226. Synergy scores: CSS=19.0, Synergy_ZIP=-4.54, Synergy_Bliss=5.06, Synergy_Loewe=4.31, Synergy_HSA=5.51.